This data is from Full USPTO retrosynthesis dataset with 1.9M reactions from patents (1976-2016). The task is: Predict the reactants needed to synthesize the given product. (1) Given the product [CH:1]1([CH2:7][C@H:8]([NH:21][C:22](=[O:35])[C:23]2[CH:34]=[CH:33][CH:32]=[C:25]([C:26](=[O:27])[CH2:41][CH2:40][CH2:39][CH2:38][O:37][CH3:36])[CH:24]=2)[CH2:9][N:10]([CH3:20])[C:11]([O:13][CH2:14][CH2:15][Si:16]([CH3:19])([CH3:17])[CH3:18])=[O:12])[CH2:6][CH2:5][CH2:4][CH2:3][CH2:2]1, predict the reactants needed to synthesize it. The reactants are: [CH:1]1([CH2:7][C@H:8]([NH:21][C:22](=[O:35])[C:23]2[CH:34]=[CH:33][CH:32]=[C:25]([C:26](N(OC)C)=[O:27])[CH:24]=2)[CH2:9][N:10]([CH3:20])[C:11]([O:13][CH2:14][CH2:15][Si:16]([CH3:19])([CH3:18])[CH3:17])=[O:12])[CH2:6][CH2:5][CH2:4][CH2:3][CH2:2]1.[CH3:36][O:37][CH2:38][CH2:39][CH2:40][CH2:41][Mg]Cl. (2) Given the product [Cl:23][C:24]1[CH:29]=[C:28]([C:2]2[CH:3]=[C:4]([C:9]3[N:13]4[CH:14]=[CH:15][C:16]([C:19]([OH:22])([CH3:21])[CH3:20])=[C:17]([F:18])[C:12]4=[N:11][CH:10]=3)[CH:5]=[CH:6][C:7]=2[F:8])[CH:27]=[CH:26][CH:25]=1, predict the reactants needed to synthesize it. The reactants are: Cl[C:2]1[CH:3]=[C:4]([C:9]2[N:13]3[CH:14]=[CH:15][C:16]([C:19]([OH:22])([CH3:21])[CH3:20])=[C:17]([F:18])[C:12]3=[N:11][CH:10]=2)[CH:5]=[CH:6][C:7]=1[F:8].[Cl:23][C:24]1[CH:25]=[C:26](B(O)O)[CH:27]=[CH:28][CH:29]=1. (3) Given the product [CH3:19][O:18][C:16]1[CH:17]=[C:12]([S:4][C:3]2[CH:5]=[CH:6][CH:7]=[CH:8][C:2]=2[CH2:1][OH:10])[CH:13]=[C:14]([O:20][CH3:21])[CH:15]=1, predict the reactants needed to synthesize it. The reactants are: [C:1]([OH:10])(=O)[C:2]1[C:3](=[CH:5][CH:6]=[CH:7][CH:8]=1)[SH:4].Cl[C:12]1[CH:13]=[C:14]([O:20][CH3:21])[CH:15]=[C:16]([O:18][CH3:19])[CH:17]=1.C(=O)([O-])[O-].[K+].[K+]. (4) Given the product [CH:1]1[C:10]2[C:5](=[CH:6][CH:7]=[CH:8][CH:9]=2)[CH:4]=[CH:3][C:2]=1[C:11]1[S:15][C:14]([C:16]([NH:22][C:21]2[CH:23]=[CH:24][CH:25]=[CH:26][C:20]=2[C:19]([OH:28])=[O:27])=[O:17])=[CH:13][CH:12]=1, predict the reactants needed to synthesize it. The reactants are: [CH:1]1[C:10]2[C:5](=[CH:6][CH:7]=[CH:8][CH:9]=2)[CH:4]=[CH:3][C:2]=1[C:11]1[S:15][C:14]([C:16](Cl)=[O:17])=[CH:13][CH:12]=1.[C:19]([OH:28])(=[O:27])[C:20]1[C:21](=[CH:23][CH:24]=[CH:25][CH:26]=1)[NH2:22]. (5) Given the product [CH3:23][N:2]([CH3:1])[C:3]1[CH:4]=[CH:5][C:6]([C:9]2[C:17]3[C:12](=[CH:13][CH:14]=[CH:15][CH:16]=3)[NH:11][C:10]=2[C:18]([NH:25][NH2:26])=[O:20])=[CH:7][CH:8]=1, predict the reactants needed to synthesize it. The reactants are: [CH3:1][N:2]([CH3:23])[C:3]1[CH:8]=[CH:7][C:6]([C:9]2[C:17]3[C:12](=[CH:13][CH:14]=[CH:15][CH:16]=3)[NH:11][C:10]=2[C:18]([O:20]CC)=O)=[CH:5][CH:4]=1.O.[NH2:25][NH2:26]. (6) Given the product [F:25][C:23]1([F:26])[O:22][C:21]2[CH:27]=[CH:28][C:18]([C:15]3([C:13]([NH:12][C:4]4[N:3]=[C:2]([C:40]5[CH:41]=[C:36]([CH:37]=[CH:38][CH:39]=5)[C:34]([O:33][C:29]([CH3:31])([CH3:32])[CH3:30])=[O:35])[C:11]5[C:6]([CH:5]=4)=[CH:7][CH:8]=[CH:9][CH:10]=5)=[O:14])[CH2:17][CH2:16]3)=[CH:19][C:20]=2[O:24]1, predict the reactants needed to synthesize it. The reactants are: Br[C:2]1[C:11]2[C:6](=[CH:7][CH:8]=[CH:9][CH:10]=2)[CH:5]=[C:4]([NH:12][C:13]([C:15]2([C:18]3[CH:28]=[CH:27][C:21]4[O:22][C:23]([F:26])([F:25])[O:24][C:20]=4[CH:19]=3)[CH2:17][CH2:16]2)=[O:14])[N:3]=1.[C:29]([O:33][C:34]([C:36]1[CH:37]=[C:38](B(O)O)[CH:39]=[CH:40][CH:41]=1)=[O:35])([CH3:32])([CH3:31])[CH3:30].C([O-])([O-])=O.[Na+].[Na+]. (7) Given the product [CH3:39][C@H:38]1[C@H:34]([CH2:33][O:32][C:17]2[C:18]3[CH:23]=[CH:22][N:21]([CH2:24][O:25][CH2:26][CH2:27][Si:28]([CH3:31])([CH3:30])[CH3:29])[C:19]=3[N:20]=[C:15]([NH:14][C:12]3[CH:11]=[N:10][N:9]([CH3:8])[CH:13]=3)[N:16]=2)[CH2:35][N:36]([C:49](=[O:52])[CH:50]=[CH2:51])[CH2:37]1, predict the reactants needed to synthesize it. The reactants are: C(O)(C(F)(F)F)=O.[CH3:8][N:9]1[CH:13]=[C:12]([NH:14][C:15]2[N:16]=[C:17]([O:32][CH2:33][C@H:34]3[C@H:38]([CH3:39])[CH2:37][NH:36][CH2:35]3)[C:18]3[CH:23]=[CH:22][N:21]([CH2:24][O:25][CH2:26][CH2:27][Si:28]([CH3:31])([CH3:30])[CH3:29])[C:19]=3[N:20]=2)[CH:11]=[N:10]1.CCN(C(C)C)C(C)C.[C:49](Cl)(=[O:52])[CH:50]=[CH2:51]. (8) Given the product [C:1]([C:5]1[CH:22]=[CH:21][C:8]([CH2:9][NH2:10])=[C:7]([O:23][CH:24]2[CH2:25][CH2:26][N:27]([C:30]([O:32][C:33]([CH3:36])([CH3:35])[CH3:34])=[O:31])[CH2:28][CH2:29]2)[CH:6]=1)([CH3:4])([CH3:2])[CH3:3], predict the reactants needed to synthesize it. The reactants are: [C:1]([C:5]1[CH:22]=[CH:21][C:8]([CH2:9][N:10]2C(=O)C3=CC=CC=C3C2=O)=[C:7]([O:23][CH:24]2[CH2:29][CH2:28][N:27]([C:30]([O:32][C:33]([CH3:36])([CH3:35])[CH3:34])=[O:31])[CH2:26][CH2:25]2)[CH:6]=1)([CH3:4])([CH3:3])[CH3:2].NN. (9) Given the product [O:1]1[C:5]2[CH:6]=[CH:7][CH:8]=[CH:9][C:4]=2[C:3]([NH:10][C:11](=[O:12])[O:13][CH2:14][C:15]([Cl:18])([Cl:17])[Cl:16])=[N:2]1, predict the reactants needed to synthesize it. The reactants are: [O:1]1[C:5]2[CH:6]=[CH:7][CH:8]=[CH:9][C:4]=2[C:3]([NH2:10])=[N:2]1.[C:11](Cl)([O:13][CH2:14][C:15]([Cl:18])([Cl:17])[Cl:16])=[O:12].